Dataset: NCI-60 drug combinations with 297,098 pairs across 59 cell lines. Task: Regression. Given two drug SMILES strings and cell line genomic features, predict the synergy score measuring deviation from expected non-interaction effect. (1) Drug 1: C1CN(CCN1C(=O)CCBr)C(=O)CCBr. Drug 2: CC12CCC3C(C1CCC2OP(=O)(O)O)CCC4=C3C=CC(=C4)OC(=O)N(CCCl)CCCl.[Na+]. Cell line: MCF7. Synergy scores: CSS=-2.37, Synergy_ZIP=0.771, Synergy_Bliss=-3.05, Synergy_Loewe=-23.1, Synergy_HSA=-11.1. (2) Drug 1: CN1CCC(CC1)COC2=C(C=C3C(=C2)N=CN=C3NC4=C(C=C(C=C4)Br)F)OC. Synergy scores: CSS=42.5, Synergy_ZIP=4.27, Synergy_Bliss=8.73, Synergy_Loewe=-9.69, Synergy_HSA=9.60. Drug 2: CCC1(CC2CC(C3=C(CCN(C2)C1)C4=CC=CC=C4N3)(C5=C(C=C6C(=C5)C78CCN9C7C(C=CC9)(C(C(C8N6C)(C(=O)OC)O)OC(=O)C)CC)OC)C(=O)OC)O.OS(=O)(=O)O. Cell line: NCI-H226. (3) Drug 1: C1=NC(=NC(=O)N1C2C(C(C(O2)CO)O)O)N. Drug 2: N.N.Cl[Pt+2]Cl. Cell line: K-562. Synergy scores: CSS=81.6, Synergy_ZIP=-0.150, Synergy_Bliss=-0.350, Synergy_Loewe=2.88, Synergy_HSA=5.85. (4) Drug 1: N.N.Cl[Pt+2]Cl. Drug 2: CC1C(C(CC(O1)OC2CC(CC3=C2C(=C4C(=C3O)C(=O)C5=C(C4=O)C(=CC=C5)OC)O)(C(=O)CO)O)N)O.Cl. Synergy scores: CSS=36.1, Synergy_ZIP=1.33, Synergy_Bliss=-1.18, Synergy_Loewe=-31.3, Synergy_HSA=-2.99. Cell line: T-47D. (5) Drug 2: C1CN1C2=NC(=NC(=N2)N3CC3)N4CC4. Drug 1: C1C(C(OC1N2C=NC3=C(N=C(N=C32)Cl)N)CO)O. Synergy scores: CSS=50.1, Synergy_ZIP=0.0134, Synergy_Bliss=0.0101, Synergy_Loewe=-10.0, Synergy_HSA=3.53. Cell line: HCT-15. (6) Drug 1: C1CN1C2=NC(=NC(=N2)N3CC3)N4CC4. Drug 2: C1CCC(C(C1)N)N.C(=O)(C(=O)[O-])[O-].[Pt+4]. Cell line: UACC62. Synergy scores: CSS=51.6, Synergy_ZIP=-7.73, Synergy_Bliss=-5.66, Synergy_Loewe=-1.85, Synergy_HSA=1.15. (7) Drug 1: CC1=C2C(C(=O)C3(C(CC4C(C3C(C(C2(C)C)(CC1OC(=O)C(C(C5=CC=CC=C5)NC(=O)C6=CC=CC=C6)O)O)OC(=O)C7=CC=CC=C7)(CO4)OC(=O)C)O)C)OC(=O)C. Drug 2: C1=CN(C=N1)CC(O)(P(=O)(O)O)P(=O)(O)O. Cell line: MOLT-4. Synergy scores: CSS=30.9, Synergy_ZIP=3.37, Synergy_Bliss=1.87, Synergy_Loewe=-26.0, Synergy_HSA=-1.86. (8) Drug 1: CCC(=C(C1=CC=CC=C1)C2=CC=C(C=C2)OCCN(C)C)C3=CC=CC=C3.C(C(=O)O)C(CC(=O)O)(C(=O)O)O. Drug 2: CC(C)NC(=O)C1=CC=C(C=C1)CNNC.Cl. Cell line: RPMI-8226. Synergy scores: CSS=0.822, Synergy_ZIP=-0.468, Synergy_Bliss=-2.14, Synergy_Loewe=-4.36, Synergy_HSA=-3.60. (9) Drug 2: C(CC(=O)O)C(=O)CN.Cl. Cell line: TK-10. Synergy scores: CSS=1.32, Synergy_ZIP=-1.48, Synergy_Bliss=-2.68, Synergy_Loewe=-1.30, Synergy_HSA=-2.56. Drug 1: CCC1(CC2CC(C3=C(CCN(C2)C1)C4=CC=CC=C4N3)(C5=C(C=C6C(=C5)C78CCN9C7C(C=CC9)(C(C(C8N6C=O)(C(=O)OC)O)OC(=O)C)CC)OC)C(=O)OC)O.OS(=O)(=O)O.